Task: Predict the reaction yield, written as a fraction of the theoretical maximum amount of product (1.0 means a 100% yield; for example, 0.34 means a 34% yield).. Dataset: Reaction yield outcomes from USPTO patents with 853,638 reactions (1) The reactants are [C:1]([O:4][C@@H:5]1[O:22][C@H:21]([CH2:23][O:24][C:25](=[O:27])[CH3:26])[C@H:16]([O:17][C:18](=[O:20])[CH3:19])[C@H:11]([O:12][C:13](=[O:15])[CH3:14])[C@H:6]1[O:7]C(=O)C)(=[O:3])[CH3:2]. The catalyst is C(O)(C(F)(F)F)=O.O. The product is [CH3:26][C:25]([O:24][CH2:23][C@H:21]1[O:22][C@H:5]([O:4][C:1]([CH3:2])=[O:3])[C@H:6]([OH:7])[C@@H:11]([O:12][C:13]([CH3:14])=[O:15])[C@H:16]1[O:17][C:18]([CH3:19])=[O:20])=[O:27]. The yield is 0.470. (2) The reactants are [CH3:1][N:2]([CH3:6])[C:3](Cl)=[O:4].[OH:7][C:8]1[CH:16]=[C:15]2[C:11]([CH2:12][CH2:13][C:14]2=[O:17])=[CH:10][CH:9]=1.C(=O)([O-])[O-].[K+].[K+]. The catalyst is CN(C=O)C. The product is [O:17]=[C:14]1[C:15]2[C:11](=[CH:10][CH:9]=[C:8]([O:7][C:3](=[O:4])[N:2]([CH3:6])[CH3:1])[CH:16]=2)[CH2:12][CH2:13]1. The yield is 0.980. (3) The reactants are [F:1][C:2]1[CH:3]=[C:4]2[C:8](=[CH:9][CH:10]=1)[NH:7][C:6](=[O:11])/[C:5]/2=[CH:12]\[C:13]1[NH:17][C:16]([CH3:18])=[C:15]([C:19](O)=[O:20])[C:14]=1[CH3:22].Cl.C(N=C=NCCCN(C)C)C.OC1C2N=NNC=2C=CC=1.C(N(CC)CC)C.[NH2:52][C:53]1[CH:58]=[C:57]([CH3:59])[CH:56]=[CH:55][C:54]=1[NH:60][C:61](=[O:72])[C:62]1[CH:67]=[CH:66][C:65]([NH:68][CH2:69][CH2:70][NH2:71])=[N:64][CH:63]=1. The catalyst is [Cl-].[Na+].O.CN(C=O)C. The product is [NH2:52][C:53]1[CH:58]=[C:57]([CH3:59])[CH:56]=[CH:55][C:54]=1[NH:60][C:61](=[O:72])[C:62]1[CH:67]=[CH:66][C:65]([NH:68][CH2:69][CH2:70][NH:71][C:19]([C:15]2[C:14]([CH3:22])=[C:13](/[CH:12]=[C:5]3\[C:6](=[O:11])[NH:7][C:8]4[C:4]\3=[CH:3][C:2]([F:1])=[CH:10][CH:9]=4)[NH:17][C:16]=2[CH3:18])=[O:20])=[N:64][CH:63]=1. The yield is 0.740. (4) The reactants are [C:1]1([CH2:7][CH2:8][C:9]([OH:11])=O)[CH:6]=[CH:5][CH:4]=[CH:3][CH:2]=1.[CH3:12][O:13][C:14]1[CH:15]=[C:16]([C:22]2([CH2:27][NH2:28])[CH2:26][CH2:25][CH2:24][CH2:23]2)[CH:17]=[CH:18][C:19]=1[O:20][CH3:21].C(N(CC)CC)C.F[P-](F)(F)(F)(F)F.N1(OC(N(C)C)=[N+](C)C)C2N=CC=CC=2N=N1. The catalyst is C(#N)C. The product is [CH3:12][O:13][C:14]1[CH:15]=[C:16]([C:22]2([CH2:27][NH:28][C:9](=[O:11])[CH2:8][CH2:7][C:1]3[CH:2]=[CH:3][CH:4]=[CH:5][CH:6]=3)[CH2:23][CH2:24][CH2:25][CH2:26]2)[CH:17]=[CH:18][C:19]=1[O:20][CH3:21]. The yield is 0.258.